Dataset: NCI-60 drug combinations with 297,098 pairs across 59 cell lines. Task: Regression. Given two drug SMILES strings and cell line genomic features, predict the synergy score measuring deviation from expected non-interaction effect. (1) Drug 1: C1=CC=C(C=C1)NC(=O)CCCCCCC(=O)NO. Drug 2: C1=CC=C(C(=C1)C(C2=CC=C(C=C2)Cl)C(Cl)Cl)Cl. Cell line: OVCAR-4. Synergy scores: CSS=13.0, Synergy_ZIP=-6.01, Synergy_Bliss=-5.20, Synergy_Loewe=-5.18, Synergy_HSA=-0.749. (2) Drug 1: C1=C(C(=O)NC(=O)N1)F. Drug 2: CCC1(CC2CC(C3=C(CCN(C2)C1)C4=CC=CC=C4N3)(C5=C(C=C6C(=C5)C78CCN9C7C(C=CC9)(C(C(C8N6C=O)(C(=O)OC)O)OC(=O)C)CC)OC)C(=O)OC)O.OS(=O)(=O)O. Cell line: NCI-H226. Synergy scores: CSS=23.2, Synergy_ZIP=1.84, Synergy_Bliss=3.64, Synergy_Loewe=2.32, Synergy_HSA=2.52. (3) Drug 1: CC(C1=C(C=CC(=C1Cl)F)Cl)OC2=C(N=CC(=C2)C3=CN(N=C3)C4CCNCC4)N. Drug 2: CS(=O)(=O)CCNCC1=CC=C(O1)C2=CC3=C(C=C2)N=CN=C3NC4=CC(=C(C=C4)OCC5=CC(=CC=C5)F)Cl. Cell line: NCI-H322M. Synergy scores: CSS=-0.143, Synergy_ZIP=1.15, Synergy_Bliss=-3.21, Synergy_Loewe=-13.0, Synergy_HSA=-5.10. (4) Drug 1: C1=CC(=CC=C1CCCC(=O)O)N(CCCl)CCCl. Drug 2: CC12CCC3C(C1CCC2OP(=O)(O)O)CCC4=C3C=CC(=C4)OC(=O)N(CCCl)CCCl.[Na+]. Cell line: DU-145. Synergy scores: CSS=15.1, Synergy_ZIP=-10.3, Synergy_Bliss=-12.8, Synergy_Loewe=-24.6, Synergy_HSA=-12.9. (5) Drug 1: CCC1(CC2CC(C3=C(CCN(C2)C1)C4=CC=CC=C4N3)(C5=C(C=C6C(=C5)C78CCN9C7C(C=CC9)(C(C(C8N6C)(C(=O)OC)O)OC(=O)C)CC)OC)C(=O)OC)O.OS(=O)(=O)O. Drug 2: CC1C(C(CC(O1)OC2CC(CC3=C2C(=C4C(=C3O)C(=O)C5=C(C4=O)C(=CC=C5)OC)O)(C(=O)CO)O)N)O.Cl. Cell line: HS 578T. Synergy scores: CSS=46.1, Synergy_ZIP=-4.69, Synergy_Bliss=-3.88, Synergy_Loewe=-0.0446, Synergy_HSA=1.36. (6) Drug 1: CN1C(=O)N2C=NC(=C2N=N1)C(=O)N. Drug 2: CC1CCC2CC(C(=CC=CC=CC(CC(C(=O)C(C(C(=CC(C(=O)CC(OC(=O)C3CCCCN3C(=O)C(=O)C1(O2)O)C(C)CC4CCC(C(C4)OC)O)C)C)O)OC)C)C)C)OC. Cell line: HCT-15. Synergy scores: CSS=4.37, Synergy_ZIP=-4.09, Synergy_Bliss=-0.719, Synergy_Loewe=-17.5, Synergy_HSA=-2.96. (7) Drug 1: C1C(C(OC1N2C=NC(=NC2=O)N)CO)O. Drug 2: CC1C(C(CC(O1)OC2CC(CC3=C2C(=C4C(=C3O)C(=O)C5=CC=CC=C5C4=O)O)(C(=O)C)O)N)O. Cell line: MALME-3M. Synergy scores: CSS=53.2, Synergy_ZIP=0.0320, Synergy_Bliss=4.48, Synergy_Loewe=-10.5, Synergy_HSA=6.10.